Dataset: NCI-60 drug combinations with 297,098 pairs across 59 cell lines. Task: Regression. Given two drug SMILES strings and cell line genomic features, predict the synergy score measuring deviation from expected non-interaction effect. (1) Drug 1: CC1=C(C=C(C=C1)NC2=NC=CC(=N2)N(C)C3=CC4=NN(C(=C4C=C3)C)C)S(=O)(=O)N.Cl. Drug 2: C1=CC(=CC=C1CC(C(=O)O)N)N(CCCl)CCCl.Cl. Cell line: HCT-15. Synergy scores: CSS=16.0, Synergy_ZIP=-1.39, Synergy_Bliss=-1.05, Synergy_Loewe=-13.7, Synergy_HSA=-5.31. (2) Drug 1: CC(CN1CC(=O)NC(=O)C1)N2CC(=O)NC(=O)C2. Drug 2: C1=NNC2=C1C(=O)NC=N2. Cell line: SNB-19. Synergy scores: CSS=17.6, Synergy_ZIP=-4.15, Synergy_Bliss=0.330, Synergy_Loewe=1.44, Synergy_HSA=1.58. (3) Drug 1: COC1=C(C=C2C(=C1)N=CN=C2NC3=CC(=C(C=C3)F)Cl)OCCCN4CCOCC4. Drug 2: CC1=C(N=C(N=C1N)C(CC(=O)N)NCC(C(=O)N)N)C(=O)NC(C(C2=CN=CN2)OC3C(C(C(C(O3)CO)O)O)OC4C(C(C(C(O4)CO)O)OC(=O)N)O)C(=O)NC(C)C(C(C)C(=O)NC(C(C)O)C(=O)NCCC5=NC(=CS5)C6=NC(=CS6)C(=O)NCCC[S+](C)C)O. Cell line: PC-3. Synergy scores: CSS=20.1, Synergy_ZIP=-5.47, Synergy_Bliss=-0.365, Synergy_Loewe=2.61, Synergy_HSA=3.16. (4) Drug 1: CC1=C2C(C(=O)C3(C(CC4C(C3C(C(C2(C)C)(CC1OC(=O)C(C(C5=CC=CC=C5)NC(=O)C6=CC=CC=C6)O)O)OC(=O)C7=CC=CC=C7)(CO4)OC(=O)C)O)C)OC(=O)C. Drug 2: CN(CCCl)CCCl.Cl. Cell line: SK-OV-3. Synergy scores: CSS=19.3, Synergy_ZIP=6.64, Synergy_Bliss=17.2, Synergy_Loewe=-21.8, Synergy_HSA=0.414.